Dataset: Full USPTO retrosynthesis dataset with 1.9M reactions from patents (1976-2016). Task: Predict the reactants needed to synthesize the given product. Given the product [CH2:8]([OH:13])[CH2:9][CH2:10][CH2:11][CH2:12][CH2:8][CH2:9][CH2:10][CH2:11][CH2:12][CH2:6][CH3:7], predict the reactants needed to synthesize it. The reactants are: C(N([CH2:6][CH3:7])CC)C.[C:8](Cl)(=[O:13])[CH:9]=[CH:10][CH2:11][CH3:12].